The task is: Predict the reaction yield, written as a fraction of the theoretical maximum amount of product (1.0 means a 100% yield; for example, 0.34 means a 34% yield).. This data is from Reaction yield outcomes from USPTO patents with 853,638 reactions. (1) The reactants are [OH:1][C:2]1[CH:11]=[CH:10][CH:9]=[CH:8][C:3]=1[C:4]([O:6][CH3:7])=[O:5].[Cl:12][C:13]1[CH:18]=[CH:17][C:16]([N+:19]([O-:21])=[O:20])=[C:15](F)[CH:14]=1.C(=O)([O-])[O-].[Cs+].[Cs+].C(OCC)(=O)C. The catalyst is C(#N)C. The product is [Cl:12][C:13]1[CH:14]=[CH:15][C:16]([N+:19]([O-:21])=[O:20])=[C:17]([CH:18]=1)[O:1][C:2]1[CH:11]=[CH:10][CH:9]=[CH:8][C:3]=1[C:4]([O:6][CH3:7])=[O:5]. The yield is 0.780. (2) The product is [Br:1][C:2]1[CH:9]=[CH:8][C:5]([CH2:6][N:20]2[CH2:21][CH2:22][CH2:23][C@H:18]([OH:24])[CH2:19]2)=[CH:4][CH:3]=1. The yield is 0.740. The catalyst is C1COCC1. The reactants are [Br:1][C:2]1[CH:9]=[CH:8][C:5]([CH2:6]Br)=[CH:4][CH:3]=1.C(N(CC)CC)C.C[C@:18]1([OH:24])[CH2:23][CH2:22][CH2:21][NH:20][CH2:19]1. (3) The reactants are P(Cl)(Cl)(Cl)=O.[C:6]1([C:12]2[NH:17][C:16](=O)[CH:15]=[C:14]([C:19]3[CH:24]=[CH:23][CH:22]=[CH:21][CH:20]=3)[N:13]=2)[CH:11]=[CH:10][CH:9]=[CH:8][CH:7]=1.P(Cl)(Cl)(Cl)(Cl)[Cl:26]. No catalyst specified. The product is [Cl:26][C:16]1[CH:15]=[C:14]([C:19]2[CH:24]=[CH:23][CH:22]=[CH:21][CH:20]=2)[N:13]=[C:12]([C:6]2[CH:11]=[CH:10][CH:9]=[CH:8][CH:7]=2)[N:17]=1. The yield is 0.650. (4) The reactants are Cl[C:2]1[CH:7]=[CH:6][C:5]([C:8]([C:10]2[CH:28]=[CH:27][CH:26]=[CH:25][C:11]=2[C:12]([NH:14][C:15]2[CH:20]=[CH:19][CH:18]=[C:17]([C:21]([F:24])([F:23])[F:22])[CH:16]=2)=[O:13])=[CH2:9])=[CH:4][C:3]=1[N+:29]([O-:31])=[O:30].[N-:32]=[N+]=[N-].[Na+].CN(C)C=O.[BH4-].[Na+]. The catalyst is C(OCC)(=O)C.O1CCCC1. The product is [NH2:32][C:2]1[CH:7]=[CH:6][C:5]([C:8]([C:10]2[CH:28]=[CH:27][CH:26]=[CH:25][C:11]=2[C:12]([NH:14][C:15]2[CH:20]=[CH:19][CH:18]=[C:17]([C:21]([F:24])([F:23])[F:22])[CH:16]=2)=[O:13])=[CH2:9])=[CH:4][C:3]=1[N+:29]([O-:31])=[O:30]. The yield is 0.500. (5) The reactants are [F:1][C:2]1[CH:7]=[CH:6][CH:5]=[CH:4][C:3]=1[NH:8][C:9](=[O:30])[NH:10][C:11]1[CH:16]=[CH:15][C:14]([CH2:17][C:18]([O:20]CC2C=CC=CC=2)=[O:19])=[CH:13][C:12]=1[O:28][CH3:29].[OH-].[Na+].Cl. The catalyst is C1COCC1. The product is [F:1][C:2]1[CH:7]=[CH:6][CH:5]=[CH:4][C:3]=1[NH:8][C:9](=[O:30])[NH:10][C:11]1[CH:16]=[CH:15][C:14]([CH2:17][C:18]([OH:20])=[O:19])=[CH:13][C:12]=1[O:28][CH3:29]. The yield is 0.660. (6) The reactants are Cl[C:2](Cl)(Cl)[C:3](=N)[O:4][C@H:5]1[O:22][C@H:21]([CH2:23][O:24][C:25](=[O:27])[CH3:26])[C@@H:16]([O:17][C:18](=[O:20])[CH3:19])[C@H:11]([O:12][C:13](=[O:15])[CH3:14])[C@@H:6]1[O:7][C:8](=[O:10])[CH3:9].[Br:31][C:32]1C=C(O)[CH:35]=[CH:36][CH:37]=1.[Si](OS(C(F)(F)F)(=O)=O)(C)(C)C.C(O[C@H]1[C@@H](OC(=O)C)[C@H](OC(=O)C)[C@@H](COC(=O)C)O[C@@H]1OC1C=CC(Br)=CC=1Cl)(=O)C. The catalyst is C1(C)C=CC=CC=1. The product is [C:8]([O:7][C@H:6]1[C@@H:11]([O:12][C:13](=[O:15])[CH3:14])[C@H:16]([O:17][C:18](=[O:20])[CH3:19])[C@@H:21]([CH2:23][O:24][C:25](=[O:27])[CH3:26])[O:22][C@@H:5]1[O:4][C:3]1[CH:35]=[CH:36][CH:37]=[C:32]([Br:31])[CH:2]=1)(=[O:10])[CH3:9]. The yield is 0.700.